Dataset: NCI-60 drug combinations with 297,098 pairs across 59 cell lines. Task: Regression. Given two drug SMILES strings and cell line genomic features, predict the synergy score measuring deviation from expected non-interaction effect. Cell line: CCRF-CEM. Synergy scores: CSS=17.9, Synergy_ZIP=-2.89, Synergy_Bliss=3.16, Synergy_Loewe=-10.7, Synergy_HSA=1.74. Drug 1: C1=NC(=NC(=O)N1C2C(C(C(O2)CO)O)O)N. Drug 2: COCCOC1=C(C=C2C(=C1)C(=NC=N2)NC3=CC=CC(=C3)C#C)OCCOC.Cl.